Dataset: Experimental lipophilicity measurements (octanol/water distribution) for 4,200 compounds from AstraZeneca. Task: Regression/Classification. Given a drug SMILES string, predict its absorption, distribution, metabolism, or excretion properties. Task type varies by dataset: regression for continuous measurements (e.g., permeability, clearance, half-life) or binary classification for categorical outcomes (e.g., BBB penetration, CYP inhibition). For this dataset (lipophilicity_astrazeneca), we predict Y. (1) The compound is CN1CCc2cc(Cl)c(O)cc2[C@@H](c2ccccc2)C1. The Y is 2.50 logD. (2) The molecule is NC1(c2ccc(-c3nn4ccc(=O)nc4cc3-c3ccccc3)cc2)CCC1. The Y is 0.200 logD. (3) The molecule is NC(=O)c1cncc(O[C@@H]2C[C@@H]3CC[C@H](C2)N3Cc2ccccc2)n1. The Y is 1.10 logD. (4) The compound is CCS(=O)(=O)c1cccc(-c2cc(C(F)(F)F)ccc2OCC(=O)O)c1. The Y is -0.660 logD. (5) The molecule is COC(=O)c1c(O)cccc1OC/C=C/c1ccc(F)c(-c2cc(C(=O)O)no2)c1. The Y is 0.660 logD. (6) The compound is CCC(C)(CC)C[C@H](c1ccc(C(=O)O)c(Oc2cccc(Br)c2)c1)N1CCC[C@H](n2cc(C)c(=O)[nH]c2=O)C1. The Y is 1.97 logD.